This data is from Reaction yield outcomes from USPTO patents with 853,638 reactions. The task is: Predict the reaction yield, written as a fraction of the theoretical maximum amount of product (1.0 means a 100% yield; for example, 0.34 means a 34% yield). (1) The reactants are [Cl:1][C:2]1[CH:31]=[CH:30][C:5]([CH2:6][NH:7][C:8]([C:10]2[C:19](=[O:20])[C:18]3[C:13](=[C:14](I)[CH:15]=[C:16]([CH2:21][N:22]4[CH2:27][CH2:26][O:25][CH2:24][CH2:23]4)[CH:17]=3)[N:12]([CH3:29])[CH:11]=2)=[O:9])=[CH:4][CH:3]=1.CN(C)[CH2:34][C:35]#[CH:36].CN([CH:41]=[O:42])C. The catalyst is N(CC)CC.Cl[Pd](Cl)([P](C1C=CC=CC=1)(C1C=CC=CC=1)C1C=CC=CC=1)[P](C1C=CC=CC=1)(C1C=CC=CC=1)C1C=CC=CC=1.[Cu]I. The product is [Cl:1][C:2]1[CH:31]=[CH:30][C:5]([CH2:6][NH:7][C:8]([C:10]2[C:19](=[O:20])[C:18]3[C:13](=[C:14]([C:36]#[C:35][CH2:34][CH2:41][OH:42])[CH:15]=[C:16]([CH2:21][N:22]4[CH2:27][CH2:26][O:25][CH2:24][CH2:23]4)[CH:17]=3)[N:12]([CH3:29])[CH:11]=2)=[O:9])=[CH:4][CH:3]=1. The yield is 0.470. (2) The reactants are [O:1]([C:8]1[CH:9]=[C:10]([N:14]([CH2:22][C:23]2[CH:24]=[C:25]([CH:30]=[CH:31][CH:32]=2)[C:26](OC)=[O:27])[CH2:15][CH:16]([OH:21])[C:17]([F:20])([F:19])[F:18])[CH:11]=[CH:12][CH:13]=1)[C:2]1[CH:7]=[CH:6][CH:5]=[CH:4][CH:3]=1.Cl.[CH3:34][NH:35][O:36][CH3:37].C([Mg]Cl)(C)C. The catalyst is O1CCCC1. The product is [CH3:37][O:36][N:35]([CH3:34])[C:26](=[O:27])[C:25]1[CH:30]=[CH:31][CH:32]=[C:23]([CH2:22][N:14]([C:10]2[CH:11]=[CH:12][CH:13]=[C:8]([O:1][C:2]3[CH:3]=[CH:4][CH:5]=[CH:6][CH:7]=3)[CH:9]=2)[CH2:15][CH:16]([OH:21])[C:17]([F:20])([F:18])[F:19])[CH:24]=1. The yield is 0.660.